Dataset: Full USPTO retrosynthesis dataset with 1.9M reactions from patents (1976-2016). Task: Predict the reactants needed to synthesize the given product. (1) Given the product [Cl:1][C:2]1[C:3]([CH3:60])=[C:4]([C:18]2[C:26]3[C:25]([O:27][C@H:28]([CH2:34][C:35]4[CH:40]=[CH:39][CH:38]=[CH:37][C:36]=4[O:41][CH2:42][C:43]4[N:44]([CH2:48][C:49]([F:52])([F:50])[F:51])[N:45]=[CH:46][CH:47]=4)[C:29]([O:31][CH2:32][CH3:33])=[O:30])=[N:24][CH:23]=[N:22][C:21]=3[S:20][C:19]=2[C:53]2[CH:54]=[N:55][C:56]([O:65][CH2:64][CH2:63][O:62][CH3:61])=[CH:57][CH:58]=2)[CH:5]=[CH:6][C:7]=1[O:8][CH2:9][CH2:10][N:11]1[CH2:16][CH2:15][N:14]([CH3:17])[CH2:13][CH2:12]1, predict the reactants needed to synthesize it. The reactants are: [Cl:1][C:2]1[C:3]([CH3:60])=[C:4]([C:18]2[C:26]3[C:25]([O:27][C@H:28]([CH2:34][C:35]4[CH:40]=[CH:39][CH:38]=[CH:37][C:36]=4[O:41][CH2:42][C:43]4[N:44]([CH2:48][C:49]([F:52])([F:51])[F:50])[N:45]=[CH:46][CH:47]=4)[C:29]([O:31][CH2:32][CH3:33])=[O:30])=[N:24][CH:23]=[N:22][C:21]=3[S:20][C:19]=2[C:53]2[CH:54]=[N:55][C:56](F)=[CH:57][CH:58]=2)[CH:5]=[CH:6][C:7]=1[O:8][CH2:9][CH2:10][N:11]1[CH2:16][CH2:15][N:14]([CH3:17])[CH2:13][CH2:12]1.[CH3:61][O:62][CH2:63][CH2:64][OH:65].C(=O)([O-])[O-].[Cs+].[Cs+]. (2) The reactants are: [CH3:1][O:2][C:3]1[CH:22]=[CH:21][C:6]([CH2:7][C@@H:8]2[C:12]3=[N:13][C:14]4[CH:19]=[CH:18][CH:17]=[CH:16][C:15]=4[N:11]3[C:10](=[O:20])[NH:9]2)=[CH:5][CH:4]=1.[F:23][C:24]([F:38])([F:37])[CH:25]([O:27][CH2:28][C:29]1[C:34]([CH2:35][NH2:36])=[CH:33][CH:32]=[CH:31][N:30]=1)[CH3:26].C(O)(C(F)(F)F)=O. Given the product [NH:13]1[C:14]2[CH:19]=[CH:18][CH:17]=[CH:16][C:15]=2[N:11]=[C:12]1[C@H:8]([NH:9][C:10]([NH:36][CH2:35][C:34]1[C:29]([CH2:28][O:27][CH:25]([CH3:26])[C:24]([F:38])([F:23])[F:37])=[N:30][CH:31]=[CH:32][CH:33]=1)=[O:20])[CH2:7][C:6]1[CH:5]=[CH:4][C:3]([O:2][CH3:1])=[CH:22][CH:21]=1, predict the reactants needed to synthesize it. (3) Given the product [C:20]([O:24][C:25](=[O:34])[NH:26][CH:27]1[CH2:28][CH2:29][CH:30]([NH:33][C:11](=[O:13])[C:10]2[CH:14]=[C:15]([OH:17])[CH:16]=[C:8]([O:7][C:6]3[CH:5]=[CH:4][C:3]([C:1]#[N:2])=[CH:19][CH:18]=3)[CH:9]=2)[CH2:31][CH2:32]1)([CH3:23])([CH3:21])[CH3:22], predict the reactants needed to synthesize it. The reactants are: [C:1]([C:3]1[CH:19]=[CH:18][C:6]([O:7][C:8]2[CH:9]=[C:10]([CH:14]=[C:15]([OH:17])[CH:16]=2)[C:11]([OH:13])=O)=[CH:5][CH:4]=1)#[N:2].[C:20]([O:24][C:25](=[O:34])[NH:26][CH:27]1[CH2:32][CH2:31][CH:30]([NH2:33])[CH2:29][CH2:28]1)([CH3:23])([CH3:22])[CH3:21]. (4) Given the product [F:26][C:25]1[CH:24]=[CH:23][C:22]([C:2]2[CH:3]=[N:4][C:5]3[N:6]([CH:8]=[C:9]([CH2:11][O:12][C:13]4[CH:18]=[CH:17][CH:16]=[CH:15][N:14]=4)[N:10]=3)[CH:7]=2)=[CH:21][C:20]=1[NH2:19], predict the reactants needed to synthesize it. The reactants are: Br[C:2]1[CH:3]=[N:4][C:5]2[N:6]([CH:8]=[C:9]([CH2:11][O:12][C:13]3[CH:18]=[CH:17][CH:16]=[CH:15][N:14]=3)[N:10]=2)[CH:7]=1.[NH2:19][C:20]1[CH:21]=[C:22](B(O)O)[CH:23]=[CH:24][C:25]=1[F:26]. (5) Given the product [F:40][C:34]1[C:35]([F:39])=[CH:36][CH:37]=[CH:38][C:33]=1[C:31]1[N:32]=[C:27]2[CH:26]=[N:25][N:24]([CH2:23][C:20]3[CH:19]=[CH:18][C:17]([C:6]4[CH:7]=[CH:8][C:3]([O:2][CH3:1])=[CH:4][C:5]=4[C:12]([F:15])([F:14])[F:13])=[CH:22][N:21]=3)[CH:29]=[C:28]2[N:30]=1, predict the reactants needed to synthesize it. The reactants are: [CH3:1][O:2][C:3]1[CH:8]=[CH:7][C:6](B(O)O)=[C:5]([C:12]([F:15])([F:14])[F:13])[CH:4]=1.Br[C:17]1[CH:18]=[CH:19][C:20]([CH2:23][N:24]2[CH:29]=[C:28]3[N:30]=[C:31]([C:33]4[CH:38]=[CH:37][CH:36]=[C:35]([F:39])[C:34]=4[F:40])[N:32]=[C:27]3[CH:26]=[N:25]2)=[N:21][CH:22]=1. (6) Given the product [NH2:1][C:2]1[CH:3]=[C:4]([CH:8]=[C:9]([CH:12]=[C:13]([CH3:18])[CH3:14])[CH:10]=1)[C:5]([OH:7])=[O:6], predict the reactants needed to synthesize it. The reactants are: [NH2:1][C:2]1[CH:3]=[C:4]([CH:8]=[C:9](Br)[CH:10]=1)[C:5]([OH:7])=[O:6].[CH3:12][C:13]([CH3:18])=[CH:14]B(O)O.C(=O)([O-])[O-].[K+].[K+].O. (7) The reactants are: [N+](C1C=CC([O:10][C:11](=O)[O:12][C@H:13]([C:15](=[O:43])[NH:16][C@@H:17]2[C:23](=[O:24])[N:22]([CH2:25][CH2:26][O:27][CH2:28][C:29]3[CH:34]=[CH:33][CH:32]=[CH:31][CH:30]=3)[C:21]3[CH:35]=[CH:36][CH:37]=[CH:38][C:20]=3[C:19]3[CH:39]=[CH:40][CH:41]=[CH:42][C:18]2=3)[CH3:14])=CC=1)([O-])=O.Cl.[F:46][CH2:47][CH2:48][NH2:49]. Given the product [CH2:28]([O:27][CH2:26][CH2:25][N:22]1[C:23](=[O:24])[C@@H:17]([NH:16][C:15]([C@@H:13]([O:12][C:11](=[O:10])[NH:49][CH2:48][CH2:47][F:46])[CH3:14])=[O:43])[C:18]2[CH:42]=[CH:41][CH:40]=[CH:39][C:19]=2[C:20]2[CH:38]=[CH:37][CH:36]=[CH:35][C:21]1=2)[C:29]1[CH:30]=[CH:31][CH:32]=[CH:33][CH:34]=1, predict the reactants needed to synthesize it.